Dataset: Microsomal clearance measurements from AstraZeneca. Task: Regression/Classification. Given a drug SMILES string, predict its absorption, distribution, metabolism, or excretion properties. Task type varies by dataset: regression for continuous measurements (e.g., permeability, clearance, half-life) or binary classification for categorical outcomes (e.g., BBB penetration, CYP inhibition). For this dataset (clearance_microsome_az), we predict log10(clearance) (log10 of the in vitro intrinsic clearance, CLint, in uL/min per mg of human liver microsomal protein, equivalently mL/min/g; values are censored to the assay range of 3 to 150, which is 0.477 to 2.18 on this log10 scale). (1) The molecule is O=C(NCC12CC3CC(CC(C3)C1)C2)c1cc(CN2CCNCC2)ccc1Cl. The log10(clearance) is 1.26. (2) The molecule is C[C@H](CO)Nc1nc(SCc2ccccc2)nc2[nH]c(=O)sc12. The log10(clearance) is 0.600. (3) The log10(clearance) is 1.65. The compound is N#Cc1ccc(Nc2nccc(NC3CC3)n2)cc1. (4) The drug is N#Cc1c(O)c2c(-c3ccc(-c4ccccc4O)cc3)csc2[nH]c1=O. The log10(clearance) is 0.480. (5) The compound is Cc1ccc(S(=O)(=O)NC(=O)N2CCC(N3CCC(Oc4ccc(Cl)c(C)c4Cl)CC3)CC2)cc1. The log10(clearance) is 0.480. (6) The drug is O=C(O)c1ccc(-c2ccc(Cl)c(C(=O)NCC34CC5CC(CC(C5)C3)C4)c2)cc1. The log10(clearance) is 1.60.